Dataset: NCI-60 drug combinations with 297,098 pairs across 59 cell lines. Task: Regression. Given two drug SMILES strings and cell line genomic features, predict the synergy score measuring deviation from expected non-interaction effect. (1) Drug 1: CCCCCOC(=O)NC1=NC(=O)N(C=C1F)C2C(C(C(O2)C)O)O. Drug 2: C1CC(=O)NC(=O)C1N2C(=O)C3=CC=CC=C3C2=O. Cell line: OVCAR-4. Synergy scores: CSS=-2.49, Synergy_ZIP=3.78, Synergy_Bliss=2.40, Synergy_Loewe=-3.58, Synergy_HSA=-4.21. (2) Drug 1: C1=CC(=CC=C1CCC2=CNC3=C2C(=O)NC(=N3)N)C(=O)NC(CCC(=O)O)C(=O)O. Drug 2: CC1C(C(CC(O1)OC2CC(CC3=C2C(=C4C(=C3O)C(=O)C5=CC=CC=C5C4=O)O)(C(=O)C)O)N)O. Cell line: HCT116. Synergy scores: CSS=45.7, Synergy_ZIP=-8.61, Synergy_Bliss=-17.7, Synergy_Loewe=9.64, Synergy_HSA=-8.83.